This data is from Full USPTO retrosynthesis dataset with 1.9M reactions from patents (1976-2016). The task is: Predict the reactants needed to synthesize the given product. (1) Given the product [NH2:1][C:4]1[CH:5]=[C:6]2[C:11](=[CH:12][CH:13]=1)[CH2:10][N:9]([CH2:14][CH2:15][NH:16][C:17](=[O:19])[CH3:18])[CH2:8][CH2:7]2, predict the reactants needed to synthesize it. The reactants are: [N+:1]([C:4]1[CH:5]=[C:6]2[C:11](=[CH:12][CH:13]=1)[CH2:10][N:9]([CH2:14][CH2:15][NH:16][C:17](=[O:19])[CH3:18])[CH2:8][CH2:7]2)([O-])=O.[H][H]. (2) Given the product [Br:22][C:23]1[CH:28]=[C:27]([CH:26]=[C:25]([Cl:31])[C:24]=1[Cl:32])[CH2:29][N:19]1[CH2:20][CH2:21][C:15]2([O:14][N:13]=[C:12]([C:9]3[CH:10]=[CH:11][C:6]([C:4]([O:3][CH3:2])=[O:5])=[CH:7][CH:8]=3)[CH2:16]2)[CH2:17][CH2:18]1, predict the reactants needed to synthesize it. The reactants are: Cl.[CH3:2][O:3][C:4]([C:6]1[CH:11]=[CH:10][C:9]([C:12]2[CH2:16][C:15]3([CH2:21][CH2:20][NH2+:19][CH2:18][CH2:17]3)[O:14][N:13]=2)=[CH:8][CH:7]=1)=[O:5].[Br:22][C:23]1[CH:28]=[C:27]([CH2:29]Br)[CH:26]=[C:25]([Cl:31])[C:24]=1[Cl:32].CCN(C(C)C)C(C)C. (3) Given the product [OH:2][C:3]1[CH:8]=[CH:7][CH:6]=[CH:5][C:4]=1[C:9](=[O:29])[CH2:10][N:11]1[C:20](=[O:21])[C:19]2[N:18]([CH2:22][CH:23]=[C:24]([CH3:26])[CH3:25])[C:17]([Cl:27])=[N:16][C:15]=2[N:14]([CH3:28])[C:12]1=[O:13], predict the reactants needed to synthesize it. The reactants are: C[O:2][C:3]1[CH:8]=[CH:7][CH:6]=[CH:5][C:4]=1[C:9](=[O:29])[CH2:10][N:11]1[C:20](=[O:21])[C:19]2[N:18]([CH2:22][CH:23]=[C:24]([CH3:26])[CH3:25])[C:17]([Cl:27])=[N:16][C:15]=2[N:14]([CH3:28])[C:12]1=[O:13].B(Br)(Br)Br. (4) The reactants are: [CH3:1][C:2]1[N:3]=[C:4]([C:7]2([N:13]([C:17]3[CH:22]=[CH:21][CH:20]=[CH:19][CH:18]=3)[C:14](=[O:16])[CH3:15])[CH2:12][CH2:11][NH:10][CH2:9][CH2:8]2)[S:5][CH:6]=1.[N:23]1[CH:28]=[CH:27][CH:26]=[C:25]([CH:29]=O)[CH:24]=1.C(O[BH-](OC(=O)C)OC(=O)C)(=O)C.[Na+].C(OCC)(=O)C. Given the product [CH3:1][C:2]1[N:3]=[C:4]([C:7]2([N:13]([C:17]3[CH:18]=[CH:19][CH:20]=[CH:21][CH:22]=3)[C:14](=[O:16])[CH3:15])[CH2:12][CH2:11][N:10]([CH2:29][C:25]3[CH:24]=[N:23][CH:28]=[CH:27][CH:26]=3)[CH2:9][CH2:8]2)[S:5][CH:6]=1, predict the reactants needed to synthesize it. (5) Given the product [CH3:16][C:10]1[C:9]([N+:17]([O-:19])=[O:18])=[CH:8][C:7]([F:6])=[CH:15][C:11]=1[C:12]([OH:14])=[O:13], predict the reactants needed to synthesize it. The reactants are: S(=O)(=O)(O)O.[F:6][C:7]1[CH:8]=[CH:9][C:10]([CH3:16])=[C:11]([CH:15]=1)[C:12]([OH:14])=[O:13].[N+:17]([O-])([OH:19])=[O:18]. (6) Given the product [CH3:34][C:33]1[CH:32]=[CH:31][O:30][C:29]=1[C:27]([NH:26][C:22]1[CH:21]=[C:20]([C:19]#[C:18][C:16]2[CH:15]=[N:14][CH:13]=[C:12]([CH:17]=2)[C:10]([N:9]=[S@:7](=[O:8])([CH2:3][C:4](=[O:5])[N:41]2[CH2:45][CH2:44][CH2:43][CH2:42]2)[C:35]2[CH:40]=[CH:39][CH:38]=[CH:37][CH:36]=2)=[O:11])[CH:25]=[CH:24][CH:23]=1)=[O:28], predict the reactants needed to synthesize it. The reactants are: C([C@H:3]([S:7]([C:35]1[CH:40]=[CH:39][CH:38]=[CH:37][CH:36]=1)(=[N:9][C:10]([C:12]1[CH:13]=[N:14][CH:15]=[C:16]([C:18]#[C:19][C:20]2[CH:25]=[CH:24][CH:23]=[C:22]([NH:26][C:27]([C:29]3[O:30][CH:31]=[CH:32][C:33]=3[CH3:34])=[O:28])[CH:21]=2)[CH:17]=1)=[O:11])=[O:8])[C:4]([O-])=[O:5])C.[NH:41]1[CH2:45][CH2:44][CH2:43][CH2:42]1. (7) Given the product [CH3:6][O:7][CH2:8][CH2:9][C:10]1[CH:11]=[C:12]([CH3:21])[C:13]([CH3:20])=[C:14]([CH2:15][OH:16])[CH:19]=1, predict the reactants needed to synthesize it. The reactants are: CCOCC.[CH3:6][O:7][CH2:8][CH2:9][C:10]1[CH:11]=[C:12]([CH3:21])[C:13]([CH3:20])=[C:14]([CH:19]=1)[C:15](OC)=[O:16].[H-].[Al+3].[Li+].[H-].[H-].[H-].